This data is from Full USPTO retrosynthesis dataset with 1.9M reactions from patents (1976-2016). The task is: Predict the reactants needed to synthesize the given product. (1) Given the product [Cl:15][C:11]1[C:10]2[C:5](=[CH:6][CH:7]=[CH:8][CH:9]=2)[N:4]=[CH:3][C:2]=1[I:1], predict the reactants needed to synthesize it. The reactants are: [I:1][C:2]1[CH:3]=[N:4][C:5]2[C:10]([C:11]=1O)=[CH:9][CH:8]=[CH:7][CH:6]=2.P(Cl)(Cl)([Cl:15])=O.[OH-].[Na+]. (2) Given the product [CH:1]1([C:4]2[N:9]=[C:8]([C:10]3[NH:14][C:21]4=[N:20][C:19]([N:23]5[CH2:28][CH2:27][O:26][C@@H:25]([C:29]([N:31]6[CH2:32][CH2:33][CH2:34][CH2:35]6)=[O:30])[CH2:24]5)=[CH:18][CH:17]=[C:16]4[N:15]=3)[CH:7]=[N:6][CH:5]=2)[CH2:2][CH2:3]1, predict the reactants needed to synthesize it. The reactants are: [CH:1]1([C:4]2[N:9]=[C:8]([C:10](=[NH:14])OCC)[CH:7]=[N:6][CH:5]=2)[CH2:3][CH2:2]1.[NH2:15][C:16]1[CH:17]=[CH:18][C:19]([N:23]2[CH2:28][CH2:27][O:26][C@@H:25]([C:29]([N:31]3[CH2:35][CH2:34][CH2:33][CH2:32]3)=[O:30])[CH2:24]2)=[N:20][C:21]=1N.Cl.Cl.NC1C=CC(N2CCO[C@@H](C(N3CCCC3)=O)C2)=NC=1N. (3) Given the product [O:16]([C:2]1[CH:9]=[CH:8][C:5]([C:6]#[N:7])=[CH:4][CH:3]=1)[C:10]1[CH:15]=[CH:14][CH:13]=[CH:12][CH:11]=1, predict the reactants needed to synthesize it. The reactants are: Br[C:2]1[CH:9]=[CH:8][C:5]([C:6]#[N:7])=[CH:4][CH:3]=1.[C:10]1([OH:16])[CH:15]=[CH:14][CH:13]=[CH:12][CH:11]=1.C([O-])([O-])=O.[Cs+].[Cs+].C1(C(O)=O)C2C(=CC=CC=2)C=CC=1. (4) Given the product [CH3:14][N:6]1[C:7]2[C:12](=[CH:11][CH:10]=[CH:9][CH:8]=2)[CH:13]=[C:5]1[C:3]([OH:4])=[O:2], predict the reactants needed to synthesize it. The reactants are: C[O:2][C:3]([C:5]1[N:6]([CH3:14])[C:7]2[C:12]([CH:13]=1)=[CH:11][CH:10]=[CH:9][CH:8]=2)=[O:4].O[Li].O. (5) Given the product [F:10][C:11]1[CH:18]=[CH:17][C:14]([CH:15]2[C:2]([C:1]([O:7][CH2:8][CH3:9])=[O:6])=[C:3]([CH3:5])[NH:19][C:3]([CH3:5])=[C:2]2[C:1]([O:7][CH2:8][CH3:9])=[O:20])=[CH:13][CH:12]=1, predict the reactants needed to synthesize it. The reactants are: [C:1]([O:7][CH2:8][CH3:9])(=[O:6])[CH2:2][C:3]([CH3:5])=O.[F:10][C:11]1[CH:18]=[CH:17][C:14]([CH:15]=O)=[CH:13][CH:12]=1.[NH4+:19].[OH-:20]. (6) Given the product [C:19]([C:23]1[CH:24]=[CH:25][C:26]([CH2:27][CH2:28][NH:29][C:5]2[C:6](=[O:18])[C:7](=[O:17])[C:8]=2[C:9]2[CH:10]=[CH:11][C:12]([O:15][CH3:16])=[CH:13][CH:14]=2)=[CH:30][CH:31]=1)([CH3:22])([CH3:20])[CH3:21], predict the reactants needed to synthesize it. The reactants are: C(O[C:5]1[C:6](=[O:18])[C:7](=[O:17])[C:8]=1[C:9]1[CH:14]=[CH:13][C:12]([O:15][CH3:16])=[CH:11][CH:10]=1)(C)C.[C:19]([C:23]1[CH:31]=[CH:30][C:26]([CH2:27][CH2:28][NH2:29])=[CH:25][CH:24]=1)([CH3:22])([CH3:21])[CH3:20].